Task: Predict which catalyst facilitates the given reaction.. Dataset: Catalyst prediction with 721,799 reactions and 888 catalyst types from USPTO (1) Reactant: [N+:1]([C:4]1[CH:9]=[C:8]([O:10][C:11]2[CH:16]=[CH:15][CH:14]=[CH:13][CH:12]=2)[CH:7]=[CH:6][C:5]=1[NH2:17])([O-:3])=[O:2].[Br:18]Br.S([O-])([O-])(=O)=S.[Na+].[Na+]. Product: [Br:18][C:6]1[CH:7]=[C:8]([O:10][C:11]2[CH:16]=[CH:15][CH:14]=[CH:13][CH:12]=2)[CH:9]=[C:4]([N+:1]([O-:3])=[O:2])[C:5]=1[NH2:17]. The catalyst class is: 2. (2) Reactant: [CH3:1]C([O-])(C)C.[K+].[F:7][C:8]1[CH:17]=[CH:16][C:15]2[N:14]=[CH:13][C:12]([O:18][CH3:19])=[N:11][C:10]=2[C:9]=1[CH:20]=O.[NH4+].[Cl-].O. Product: [F:7][C:8]1[C:9]([CH:20]=[CH2:1])=[C:10]2[C:15]([N:14]=[CH:13][C:12]([O:18][CH3:19])=[N:11]2)=[CH:16][CH:17]=1. The catalyst class is: 307. (3) The catalyst class is: 47. Reactant: Cl.[C:2]([NH:5][C:6]1[CH:33]=[CH:32][CH:31]=[CH:30][C:7]=1[O:8][CH2:9][CH:10]([OH:29])[CH2:11][N:12]1[CH2:16][C@@H:15]([O:17][C:18]2[CH:23]=[CH:22][C:21]([Cl:24])=[CH:20][CH:19]=2)[CH2:14][C@H:13]1[C:25]([O:27]C)=[O:26])(=[O:4])[CH3:3].O.[OH-].[Li+].[C:37]([OH:43])([C:39]([F:42])([F:41])[F:40])=[O:38]. Product: [F:40][C:39]([F:42])([F:41])[C:37]([OH:43])=[O:38].[C:2]([NH:5][C:6]1[CH:33]=[CH:32][CH:31]=[CH:30][C:7]=1[O:8][CH2:9][CH:10]([OH:29])[CH2:11][N:12]1[CH2:16][C@@H:15]([O:17][C:18]2[CH:23]=[CH:22][C:21]([Cl:24])=[CH:20][CH:19]=2)[CH2:14][C@H:13]1[C:25]([OH:27])=[O:26])(=[O:4])[CH3:3]. (4) Reactant: [CH3:1][O:2][C:3](=[O:15])[CH2:4][O:5][C:6]1[CH:11]=[CH:10][C:9]([OH:12])=[C:8]([CH:13]=O)[CH:7]=1. Product: [CH3:1][O:2][C:3](=[O:15])[CH2:4][O:5][C:6]1[CH:11]=[CH:10][C:9]([OH:12])=[C:8]([CH3:13])[CH:7]=1. The catalyst class is: 19. (5) Reactant: C[O:2][C:3]([C:5]1[N:9]=[CH:8][N:7]([C:10]2[CH:15]=[CH:14][CH:13]=[C:12]([Cl:16])[CH:11]=2)[N:6]=1)=[O:4].[OH-].[Na+]. Product: [Cl:16][C:12]1[CH:11]=[C:10]([N:7]2[CH:8]=[N:9][C:5]([C:3]([OH:4])=[O:2])=[N:6]2)[CH:15]=[CH:14][CH:13]=1. The catalyst class is: 20.